This data is from Peptide-MHC class II binding affinity with 134,281 pairs from IEDB. The task is: Regression. Given a peptide amino acid sequence and an MHC pseudo amino acid sequence, predict their binding affinity value. This is MHC class II binding data. (1) The binding affinity (normalized) is 0.569. The peptide sequence is FLRIVQCRSVEGSCG. The MHC is DRB1_0101 with pseudo-sequence DRB1_0101. (2) The peptide sequence is MLHWSLILPGIKAQQ. The MHC is DRB1_0301 with pseudo-sequence DRB1_0301. The binding affinity (normalized) is 0.646. (3) The peptide sequence is ITNFRAILTAFSPAQ. The MHC is DRB1_0301 with pseudo-sequence DRB1_0301. The binding affinity (normalized) is 0.245. (4) The peptide sequence is KTKEGVLYVGSKTKE. The MHC is DRB1_0901 with pseudo-sequence DRB1_0901. The binding affinity (normalized) is 0.591. (5) The MHC is HLA-DPA10301-DPB10402 with pseudo-sequence HLA-DPA10301-DPB10402. The binding affinity (normalized) is 0.772. The peptide sequence is GYITTNVLREILKEL. (6) The peptide sequence is QKLLKSIAATRGATV. The MHC is DRB1_0101 with pseudo-sequence DRB1_0101. The binding affinity (normalized) is 1.000. (7) The peptide sequence is GELQIVDKIDASFKI. The MHC is DRB5_0101 with pseudo-sequence DRB5_0101. The binding affinity (normalized) is 0.789.